Dataset: Full USPTO retrosynthesis dataset with 1.9M reactions from patents (1976-2016). Task: Predict the reactants needed to synthesize the given product. (1) Given the product [CH:1]12[O:8][CH:5]([CH2:6][CH2:7]1)[CH2:4][N:3]([C:9]1[CH:14]=[C:13]([N:20]3[CH2:19][CH:18]4[O:25][CH:22]([CH2:23][CH2:24]4)[CH2:21]3)[N:12]=[C:11]([OH:16])[N:10]=1)[CH2:2]2, predict the reactants needed to synthesize it. The reactants are: [CH:1]12[O:8][CH:5]([CH2:6][CH2:7]1)[CH2:4][N:3]([C:9]1[CH:14]=[C:13](Cl)[N:12]=[C:11]([OH:16])[N:10]=1)[CH2:2]2.Cl.[CH:18]12[O:25][CH:22]([CH2:23][CH2:24]1)[CH2:21][NH:20][CH2:19]2.CCN(C(C)C)C(C)C. (2) Given the product [ClH:2].[F:24][C:25]1[CH:30]=[CH:29][C:28]([NH:31][C:32]2[N:33]([CH3:54])[C:34]3[C:43]4[C:42](=[O:44])[NH:41][C:40]([CH:45]=[CH:46][CH2:47][N:65]5[CH2:64][CH2:63][P:62](=[O:68])([C:56]6[CH:61]=[CH:60][CH:59]=[CH:58][CH:57]=6)[CH2:67][CH2:66]5)=[C:39]([CH3:52])[C:38]=4[CH:37]=[CH:36][C:35]=3[N:53]=2)=[C:27]([CH3:55])[CH:26]=1, predict the reactants needed to synthesize it. The reactants are: C(Cl)(Cl)[Cl:2].C1(P(C2C=CC=CC=2)C2C=CC=CC=2)C=CC=CC=1.[F:24][C:25]1[CH:30]=[CH:29][C:28]([NH:31][C:32]2[N:33]([CH3:54])[C:34]3[C:43]4[C:42](=[O:44])[NH:41][C:40]([CH:45](OC(=O)C)[CH:46]=[CH2:47])=[C:39]([CH3:52])[C:38]=4[CH:37]=[CH:36][C:35]=3[N:53]=2)=[C:27]([CH3:55])[CH:26]=1.[C:56]1([P:62]2(=[O:68])[CH2:67][CH2:66][NH:65][CH2:64][CH2:63]2)[CH:61]=[CH:60][CH:59]=[CH:58][CH:57]=1. (3) Given the product [Cl:17][C:18]1[CH:19]=[C:20]([CH:24]=[CH:25][CH:26]=1)[CH2:21][NH:22][C:23]1[N:3]2[CH:4]=[CH:5][CH:6]=[CH:7][C:2]2=[N:1][C:13]=1[C:12]1[CH:15]=[CH:16][C:9]([CH3:8])=[CH:10][CH:11]=1, predict the reactants needed to synthesize it. The reactants are: [NH2:1][C:2]1[CH:7]=[CH:6][CH:5]=[CH:4][N:3]=1.[CH3:8][C:9]1[CH:16]=[CH:15][C:12]([CH:13]=O)=[CH:11][CH:10]=1.[Cl:17][C:18]1[CH:19]=[C:20]([CH:24]=[CH:25][CH:26]=1)[CH2:21][N+:22]#[C-:23].C(O)(=O)C. (4) The reactants are: N1C=CC=CC=1.[OH:7][C:8]1[CH:9]=[C:10]2[C:15](=[CH:16][C:17]=1[O:18][CH3:19])[N:14]=[CH:13][NH:12][C:11]2=[O:20].[C:21](OC(=O)C)(=[O:23])[CH3:22]. Given the product [C:21]([O:7][C:8]1[CH:9]=[C:10]2[C:15](=[CH:16][C:17]=1[O:18][CH3:19])[N:14]=[CH:13][NH:12][C:11]2=[O:20])(=[O:23])[CH3:22], predict the reactants needed to synthesize it. (5) Given the product [CH3:1][O:2][C:3](=[O:12])[C:4]1[CH:9]=[CH:8][C:7]([O:10][S:15]([C:14]([F:27])([F:26])[F:13])(=[O:17])=[O:16])=[C:6]([Cl:11])[CH:5]=1, predict the reactants needed to synthesize it. The reactants are: [CH3:1][O:2][C:3](=[O:12])[C:4]1[CH:9]=[CH:8][C:7]([OH:10])=[C:6]([Cl:11])[CH:5]=1.[F:13][C:14]([F:27])([F:26])[S:15](O[S:15]([C:14]([F:27])([F:26])[F:13])(=[O:17])=[O:16])(=[O:17])=[O:16].C(=O)(O)[O-].[Na+].